Dataset: Forward reaction prediction with 1.9M reactions from USPTO patents (1976-2016). Task: Predict the product of the given reaction. (1) Given the reactants [CH:1]1[C:10]2[C:5](=[CH:6][CH:7]=[CH:8][CH:9]=2)[C:4]([NH:11][C:12](=[O:20])OC2C=CC=CC=2)=[CH:3][N:2]=1.[CH3:21][CH:22]1[CH2:27][CH2:26][N:25]([C:28]2[C:33]([CH2:34][NH2:35])=[CH:32][CH:31]=[C:30]([C:36]([F:39])([F:38])[F:37])[N:29]=2)[CH2:24][CH2:23]1.C(N(CC)CC)C, predict the reaction product. The product is: [CH:1]1[C:10]2[C:5](=[CH:6][CH:7]=[CH:8][CH:9]=2)[C:4]([NH:11][C:12]([NH:35][CH2:34][C:33]2[C:28]([N:25]3[CH2:26][CH2:27][CH:22]([CH3:21])[CH2:23][CH2:24]3)=[N:29][C:30]([C:36]([F:39])([F:37])[F:38])=[CH:31][CH:32]=2)=[O:20])=[CH:3][N:2]=1. (2) The product is: [CH:27]1([C:2]2[C:3]([NH:25][CH3:26])=[N:4][C:5]([NH:8][C:9]3[CH:14]=[CH:13][C:12]([C:15]([N:17]4[CH2:22][CH2:21][O:20][CH2:19][CH2:18]4)=[O:16])=[CH:11][C:10]=3[O:23][CH3:24])=[N:6][CH:7]=2)[CH2:30][CH2:29][CH2:28]1. Given the reactants Br[C:2]1[C:3]([NH:25][CH3:26])=[N:4][C:5]([NH:8][C:9]2[CH:14]=[CH:13][C:12]([C:15]([N:17]3[CH2:22][CH2:21][O:20][CH2:19][CH2:18]3)=[O:16])=[CH:11][C:10]=2[O:23][CH3:24])=[N:6][CH:7]=1.[CH:27]1([B-](F)(F)F)[CH2:30][CH2:29][CH2:28]1.[K+].C(=O)([O-])[O-].[Cs+].[Cs+].C12(P(C34CC5CC(CC(C5)C3)C4)CCCC)CC3CC(CC(C3)C1)C2, predict the reaction product. (3) Given the reactants [O:1]1CCO[CH:2]1[C:6]1[CH:7]=[C:8]([CH:12]([C:14]2[CH:19]=[CH:18][CH:17]=[CH:16][CH:15]=2)O)[CH:9]=[CH:10][CH:11]=1.[I-].[Na+].ClC([SiH3])Cl, predict the reaction product. The product is: [CH2:12]([C:8]1[CH:7]=[C:6]([CH:11]=[CH:10][CH:9]=1)[CH:2]=[O:1])[C:14]1[CH:15]=[CH:16][CH:17]=[CH:18][CH:19]=1. (4) Given the reactants [NH2:1][CH:2]([CH2:12][C:13]1[CH:18]=[CH:17][C:16]([Cl:19])=[C:15]([O:20][C:21]([F:26])([F:25])[CH:22]([F:24])[F:23])[CH:14]=1)[CH:3]([C:5]1[CH:10]=[CH:9][C:8]([F:11])=[CH:7][CH:6]=1)[OH:4].[F:27][C:28]1[C:37]2[C:32](=[CH:33][CH:34]=[CH:35][CH:36]=2)[C:31]([C:38](O)=[O:39])=[CH:30][CH:29]=1.Cl.C(N=C=NCCCN(C)C)C.ON1C2C=CC=CC=2N=N1, predict the reaction product. The product is: [F:11][C:8]1[CH:9]=[CH:10][C:5]([CH:3]([OH:4])[CH:2]([NH:1][C:38]([C:31]2[C:32]3[C:37](=[CH:36][CH:35]=[CH:34][CH:33]=3)[C:28]([F:27])=[CH:29][CH:30]=2)=[O:39])[CH2:12][C:13]2[CH:18]=[CH:17][C:16]([Cl:19])=[C:15]([O:20][C:21]([F:25])([F:26])[CH:22]([F:23])[F:24])[CH:14]=2)=[CH:6][CH:7]=1. (5) Given the reactants [NH2:1][C:2]1[CH:7]=[CH:6][CH:5]=[CH:4][C:3]=1[S:8]([NH2:11])(=[O:10])=[O:9].[F:12][C:13]1[CH:18]=[CH:17][CH:16]=[CH:15][C:14]=1/[CH:19]=[CH:20]/[S:21](Cl)(=[O:23])=[O:22], predict the reaction product. The product is: [F:12][C:13]1[CH:18]=[CH:17][CH:16]=[CH:15][C:14]=1/[CH:19]=[CH:20]/[S:21]([NH:1][C:2]1[CH:7]=[CH:6][CH:5]=[CH:4][C:3]=1[S:8]([NH2:11])(=[O:9])=[O:10])(=[O:23])=[O:22]. (6) The product is: [NH2:22][C:21]1[CH:20]=[CH:19][CH:18]=[C:17]([O:25][CH3:26])[C:16]=1[CH2:15][NH:14][CH:11]1[CH2:12][CH2:13][N:8]([CH2:1][C:2]2[CH:7]=[CH:6][CH:5]=[CH:4][CH:3]=2)[CH2:9][CH2:10]1. Given the reactants [CH2:1]([N:8]1[CH2:13][CH2:12][CH:11]([NH:14][C:15](=O)[C:16]2[C:21]([N+:22]([O-])=O)=[CH:20][CH:19]=[CH:18][C:17]=2[O:25][CH3:26])[CH2:10][CH2:9]1)[C:2]1[CH:7]=[CH:6][CH:5]=[CH:4][CH:3]=1.[H-].[Al+3].[Li+].[H-].[H-].[H-], predict the reaction product. (7) Given the reactants [CH2:1]([O:19][C:20]1[CH:25]=[CH:24][C:23]([CH2:26][CH2:27][C:28]([OH:30])=O)=[CH:22][CH:21]=1)[CH2:2][CH2:3][CH2:4][CH2:5][CH2:6][CH2:7][CH2:8][CH2:9][CH2:10][CH2:11][CH2:12][CH2:13][CH2:14][CH2:15][CH2:16][CH2:17][CH3:18].S(Cl)(Cl)=O.[NH2:35][C:36]1[CH:41]=[CH:40][CH:39]=[CH:38][CH:37]=1.C(N(CC)CC)C.[H-].[Na+].[Cl-].[NH4+].[O:53]1[CH2:57][CH2:56]CC1.CN(C)C=[O:61], predict the reaction product. The product is: [CH2:1]([O:19][C:20]1[CH:21]=[CH:22][C:23]([CH2:26][CH2:27][C:28]([N:35]([C:36]2[CH:41]=[CH:40][CH:39]=[CH:38][CH:37]=2)[CH2:56][C:57]([OH:53])=[O:61])=[O:30])=[CH:24][CH:25]=1)[CH2:2][CH2:3][CH2:4][CH2:5][CH2:6][CH2:7][CH2:8][CH2:9][CH2:10][CH2:11][CH2:12][CH2:13][CH2:14][CH2:15][CH2:16][CH2:17][CH3:18]. (8) Given the reactants [CH2:1]([C:3]1[C:4]([O:15]C)=[N:5][C:6]([CH3:14])=[C:7]([N:9]2[CH:13]=[CH:12][N:11]=[CH:10]2)[CH:8]=1)[CH3:2].[I-].[Na+].Cl[Si](C)(C)C.C(=O)(O)[O-].[Na+], predict the reaction product. The product is: [CH2:1]([C:3]1[C:4](=[O:15])[NH:5][C:6]([CH3:14])=[C:7]([N:9]2[CH:13]=[CH:12][N:11]=[CH:10]2)[CH:8]=1)[CH3:2]. (9) Given the reactants CC1C=CC(S(O[CH2:12][CH:13]2[CH2:17][C:16]3[CH:18]=[C:19]([Cl:27])[CH:20]=[C:21]([C:22]4[CH:26]=[CH:25][S:24][CH:23]=4)[C:15]=3[O:14]2)(=O)=O)=CC=1.[N-:28]=[N+:29]=[N-:30].[Na+], predict the reaction product. The product is: [N:28]([CH2:12][CH:13]1[CH2:17][C:16]2[CH:18]=[C:19]([Cl:27])[CH:20]=[C:21]([C:22]3[CH:26]=[CH:25][S:24][CH:23]=3)[C:15]=2[O:14]1)=[N+:29]=[N-:30].